This data is from Full USPTO retrosynthesis dataset with 1.9M reactions from patents (1976-2016). The task is: Predict the reactants needed to synthesize the given product. (1) Given the product [Cl:1][C:2]1[N:7]=[C:6]([N:8]2[CH2:12][CH2:11][C@:10]([CH:15]3[CH2:17][CH2:16]3)([C:13]#[N:14])[C:9]2=[O:18])[CH:5]=[CH:4][N:3]=1, predict the reactants needed to synthesize it. The reactants are: [Cl:1][C:2]1[N:7]=[C:6]([N:8]2[CH2:12][CH2:11][C:10]([CH:15]3[CH2:17][CH2:16]3)([C:13]#[N:14])[C:9]2=[O:18])[CH:5]=[CH:4][N:3]=1. (2) Given the product [N:31]1[CH:32]=[CH:33][CH:34]=[CH:35][C:30]=1[CH2:29][N:3]1[N:2]=[N:1][C:5]([C:6]2[CH:7]=[C:8]([C:12]3[N:17]4[N:18]=[CH:19][C:20]([C:21]([C:23]5[S:24][CH:25]=[CH:26][CH:27]=5)=[O:22])=[C:16]4[N:15]=[CH:14][CH:13]=3)[CH:9]=[CH:10][CH:11]=2)=[N:4]1, predict the reactants needed to synthesize it. The reactants are: [NH:1]1[C:5]([C:6]2[CH:7]=[C:8]([C:12]3[N:17]4[N:18]=[CH:19][C:20]([C:21]([C:23]5[S:24][CH:25]=[CH:26][CH:27]=5)=[O:22])=[C:16]4[N:15]=[CH:14][CH:13]=3)[CH:9]=[CH:10][CH:11]=2)=[N:4][N:3]=[N:2]1.Br[CH2:29][C:30]1[CH:35]=[CH:34][CH:33]=[CH:32][N:31]=1.